Dataset: NCI-60 drug combinations with 297,098 pairs across 59 cell lines. Task: Regression. Given two drug SMILES strings and cell line genomic features, predict the synergy score measuring deviation from expected non-interaction effect. (1) Drug 1: CCC1=C2CN3C(=CC4=C(C3=O)COC(=O)C4(CC)O)C2=NC5=C1C=C(C=C5)O. Drug 2: CC(C)NC(=O)C1=CC=C(C=C1)CNNC.Cl. Cell line: OVCAR-4. Synergy scores: CSS=2.52, Synergy_ZIP=0.974, Synergy_Bliss=3.90, Synergy_Loewe=1.32, Synergy_HSA=2.83. (2) Drug 1: CC1=C(C=C(C=C1)NC2=NC=CC(=N2)N(C)C3=CC4=NN(C(=C4C=C3)C)C)S(=O)(=O)N.Cl. Drug 2: C1CCN(CC1)CCOC2=CC=C(C=C2)C(=O)C3=C(SC4=C3C=CC(=C4)O)C5=CC=C(C=C5)O. Cell line: MDA-MB-435. Synergy scores: CSS=3.33, Synergy_ZIP=6.08, Synergy_Bliss=14.3, Synergy_Loewe=9.89, Synergy_HSA=8.94. (3) Drug 1: C1CCC(CC1)NC(=O)N(CCCl)N=O. Drug 2: C1=CC=C(C(=C1)C(C2=CC=C(C=C2)Cl)C(Cl)Cl)Cl. Cell line: NCIH23. Synergy scores: CSS=13.2, Synergy_ZIP=-1.44, Synergy_Bliss=4.09, Synergy_Loewe=4.62, Synergy_HSA=4.60. (4) Drug 1: C1CCC(CC1)NC(=O)N(CCCl)N=O. Drug 2: CC(C1=C(C=CC(=C1Cl)F)Cl)OC2=C(N=CC(=C2)C3=CN(N=C3)C4CCNCC4)N. Cell line: LOX IMVI. Synergy scores: CSS=47.0, Synergy_ZIP=3.71, Synergy_Bliss=5.39, Synergy_Loewe=7.85, Synergy_HSA=8.58. (5) Drug 1: C1CCC(CC1)NC(=O)N(CCCl)N=O. Drug 2: C(CCl)NC(=O)N(CCCl)N=O. Cell line: HCC-2998. Synergy scores: CSS=11.0, Synergy_ZIP=-1.51, Synergy_Bliss=3.40, Synergy_Loewe=-0.183, Synergy_HSA=-0.134. (6) Drug 1: CN(C)N=NC1=C(NC=N1)C(=O)N. Drug 2: CN(CCCl)CCCl.Cl. Cell line: M14. Synergy scores: CSS=-3.37, Synergy_ZIP=4.09, Synergy_Bliss=2.95, Synergy_Loewe=-1.13, Synergy_HSA=-1.38. (7) Drug 1: CC1=C(C=C(C=C1)NC2=NC=CC(=N2)N(C)C3=CC4=NN(C(=C4C=C3)C)C)S(=O)(=O)N.Cl. Drug 2: CC(CN1CC(=O)NC(=O)C1)N2CC(=O)NC(=O)C2. Cell line: CAKI-1. Synergy scores: CSS=46.5, Synergy_ZIP=5.38, Synergy_Bliss=6.56, Synergy_Loewe=11.3, Synergy_HSA=12.3. (8) Drug 1: CC1=CC2C(CCC3(C2CCC3(C(=O)C)OC(=O)C)C)C4(C1=CC(=O)CC4)C. Drug 2: CC1C(C(CC(O1)OC2CC(CC3=C2C(=C4C(=C3O)C(=O)C5=C(C4=O)C(=CC=C5)OC)O)(C(=O)CO)O)N)O.Cl. Cell line: SNB-75. Synergy scores: CSS=61.9, Synergy_ZIP=1.68, Synergy_Bliss=2.46, Synergy_Loewe=-22.4, Synergy_HSA=6.09.